Dataset: Reaction yield outcomes from USPTO patents with 853,638 reactions. Task: Predict the reaction yield, written as a fraction of the theoretical maximum amount of product (1.0 means a 100% yield; for example, 0.34 means a 34% yield). (1) The yield is 0.880. The reactants are [CH3:1][S:2](Cl)(=[O:4])=[O:3].[F:6][CH:7]([F:40])[C:8]1[N:12]([C:13]2[N:21]=[C:20]3[C:16]([N:17]=[CH:18][N:19]3[CH:22]3[CH2:27][CH2:26][NH:25][CH2:24][CH2:23]3)=[C:15]([N:28]3[CH2:33][CH2:32][O:31][CH2:30][CH2:29]3)[N:14]=2)[C:11]2[CH:34]=[CH:35][CH:36]=[C:37]([O:38][CH3:39])[C:10]=2[N:9]=1.C([O-])([O-])=O.[K+].[K+].O. The catalyst is C(Cl)Cl. The product is [F:40][CH:7]([F:6])[C:8]1[N:12]([C:13]2[N:21]=[C:20]3[C:16]([N:17]=[CH:18][N:19]3[CH:22]3[CH2:27][CH2:26][N:25]([S:2]([CH3:1])(=[O:4])=[O:3])[CH2:24][CH2:23]3)=[C:15]([N:28]3[CH2:29][CH2:30][O:31][CH2:32][CH2:33]3)[N:14]=2)[C:11]2[CH:34]=[CH:35][CH:36]=[C:37]([O:38][CH3:39])[C:10]=2[N:9]=1. (2) The reactants are [F:1][C:2]([F:9])([F:8])[C:3]1[CH:7]=[CH:6][NH:5][N:4]=1.[Cl:10][C:11]1[CH:18]=[C:17](F)[CH:16]=[CH:15][C:12]=1[CH:13]=[O:14].C(=O)([O-])[O-].[K+].[K+].O. The catalyst is CN(C)C=O. The product is [Cl:10][C:11]1[CH:18]=[C:17]([C:7]2[C:3]([C:2]([F:9])([F:8])[F:1])=[N:4][NH:5][CH:6]=2)[CH:16]=[CH:15][C:12]=1[CH:13]=[O:14]. The yield is 0.872. (3) The reactants are Br[CH2:2][C:3]1[N:7]([CH3:8])[N:6]([C:9]2[CH:14]=[CH:13][CH:12]=[CH:11][CH:10]=2)[C:5](=[O:15])[C:4]=1[C:16]([O:18][CH3:19])=[O:17].[NH:20]1[CH2:24][CH2:23][CH2:22][CH2:21]1. The catalyst is ClCCl. The product is [CH3:8][N:7]1[C:3]([CH2:2][N:20]2[CH2:24][CH2:23][CH2:22][CH2:21]2)=[C:4]([C:16]([O:18][CH3:19])=[O:17])[C:5](=[O:15])[N:6]1[C:9]1[CH:14]=[CH:13][CH:12]=[CH:11][CH:10]=1. The yield is 0.670. (4) The reactants are [CH3:1][C:2](=O)[C:3](=O)[CH3:4].S(S([O-])=O)([O-])(=O)=O.[Na+].[Na+].[NH2:16][C:17]1[C:27]([NH2:28])=[CH:26][CH:25]=[CH:24][C:18]=1[C:19]([O:21][CH2:22][CH3:23])=[O:20].C([O-])([O-])=O.[K+].[K+]. The catalyst is O. The product is [CH3:1][C:2]1[C:3]([CH3:4])=[N:16][C:17]2[C:18]([C:19]([O:21][CH2:22][CH3:23])=[O:20])=[CH:24][CH:25]=[CH:26][C:27]=2[N:28]=1. The yield is 0.670.